From a dataset of Forward reaction prediction with 1.9M reactions from USPTO patents (1976-2016). Predict the product of the given reaction. (1) Given the reactants COP([CH2:7][C:8]([CH:10]1[CH2:15][CH2:14][N:13]([C:16]([O:18][C:19]([CH3:22])([CH3:21])[CH3:20])=[O:17])[CH2:12][CH2:11]1)=[O:9])(OC)=O.C(=O)([O-])[O-].[K+].[K+].[Br:29][C:30]1[CH:37]=[CH:36][C:33]([CH:34]=O)=[CH:32][CH:31]=1, predict the reaction product. The product is: [Br:29][C:30]1[CH:37]=[CH:36][C:33](/[CH:34]=[CH:7]/[C:8]([CH:10]2[CH2:11][CH2:12][N:13]([C:16]([O:18][C:19]([CH3:20])([CH3:21])[CH3:22])=[O:17])[CH2:14][CH2:15]2)=[O:9])=[CH:32][CH:31]=1. (2) Given the reactants [CH3:1][O:2][C:3]1[C:12]([O:13][CH2:14][CH2:15][O:16][CH3:17])=[CH:11][CH:10]=[CH:9][C:4]=1[C:5](OC)=[O:6].[H-].[Al+3].[Li+].[H-].[H-].[H-].O1CCCC1, predict the reaction product. The product is: [CH3:1][O:2][C:3]1[C:12]([O:13][CH2:14][CH2:15][O:16][CH3:17])=[CH:11][CH:10]=[CH:9][C:4]=1[CH2:5][OH:6]. (3) Given the reactants Br[C:2]1[CH:10]=[CH:9][CH:8]=[C:7]2[C:3]=1[CH:4]=[N:5][N:6]2[CH:11]1[CH2:16][CH2:15][CH2:14][CH2:13][O:12]1.CC([O-])=O.[K+].[B:22]1([B:22]2[O:26][C:25]([CH3:28])([CH3:27])[C:24]([CH3:30])([CH3:29])[O:23]2)[O:26][C:25]([CH3:28])([CH3:27])[C:24]([CH3:30])([CH3:29])[O:23]1.C(Cl)Cl, predict the reaction product. The product is: [O:12]1[CH2:13][CH2:14][CH2:15][CH2:16][CH:11]1[N:6]1[C:7]2[C:3](=[C:2]([B:22]3[O:26][C:25]([CH3:28])([CH3:27])[C:24]([CH3:30])([CH3:29])[O:23]3)[CH:10]=[CH:9][CH:8]=2)[CH:4]=[N:5]1. (4) Given the reactants [NH:1]1[C:5]([NH2:6])=[CH:4][CH:3]=[N:2]1.[Br:7][CH:8]([CH:11]=O)[CH:9]=O, predict the reaction product. The product is: [Br:7][C:8]1[CH:9]=[C:4]2[CH:3]=[N:2][NH:1][C:5]2=[N:6][CH:11]=1. (5) Given the reactants C(OC([N:8]1[C:12]2[N:13]=[CH:14][N:15]=[C:16]([N:17]3[CH2:24][C:21]4([CH2:23][CH2:22]4)[N:20]([S:25](=[O:33])(=[O:32])[NH:26][CH2:27][CH2:28][CH2:29][C:30]#[N:31])[CH2:19][CH2:18]3)[C:11]=2[CH:10]=[CH:9]1)=O)(C)(C)C.C(O)(C(F)(F)F)=O, predict the reaction product. The product is: [C:30]([CH2:29][CH2:28][CH2:27][NH:26][S:25]([N:20]1[CH2:19][CH2:18][N:17]([C:16]2[C:11]3[CH:10]=[CH:9][NH:8][C:12]=3[N:13]=[CH:14][N:15]=2)[CH2:24][C:21]21[CH2:23][CH2:22]2)(=[O:33])=[O:32])#[N:31]. (6) Given the reactants [NH2:1][C:2]1[CH:3]=[C:4]([C:8]2[C:17]3[C:12](=[C:13]([C:18]([F:21])([F:20])[F:19])[CH:14]=[CH:15][CH:16]=3)[N:11]=[CH:10][C:9]=2[C:22]([C:24]2[CH:29]=[CH:28][CH:27]=[CH:26][CH:25]=2)=[O:23])[CH:5]=[CH:6][CH:7]=1.[F:30][C:31]([F:43])([F:42])[C:32]1[CH:37]=[CH:36][C:35]([S:38](Cl)(=[O:40])=[O:39])=[CH:34][CH:33]=1, predict the reaction product. The product is: [C:22]([C:9]1[CH:10]=[N:11][C:12]2[C:17]([C:8]=1[C:4]1[CH:3]=[C:2]([NH:1][S:38]([C:35]3[CH:34]=[CH:33][C:32]([C:31]([F:30])([F:42])[F:43])=[CH:37][CH:36]=3)(=[O:40])=[O:39])[CH:7]=[CH:6][CH:5]=1)=[CH:16][CH:15]=[CH:14][C:13]=2[C:18]([F:21])([F:19])[F:20])(=[O:23])[C:24]1[CH:25]=[CH:26][CH:27]=[CH:28][CH:29]=1. (7) Given the reactants [CH2:1]([C:3]1[N:7]([C:8]2[N:16]=[C:15]3[C:11]([N:12]=[C:13]([CH:18]=O)[N:14]3[CH3:17])=[C:10]([N:20]3[CH2:25][CH2:24][O:23][CH2:22][CH2:21]3)[N:9]=2)[C:6]2[CH:26]=[CH:27][CH:28]=[CH:29][C:5]=2[N:4]=1)[CH3:2].Cl.[CH3:31][N:32]([CH3:39])[C:33]([CH:35]1[CH2:38][NH:37][CH2:36]1)=[O:34].C(O[BH-](OC(=O)C)OC(=O)C)(=O)C.[Na+], predict the reaction product. The product is: [CH2:1]([C:3]1[N:7]([C:8]2[N:16]=[C:15]3[C:11]([N:12]=[C:13]([CH2:18][N:37]4[CH2:38][CH:35]([C:33]([N:32]([CH3:39])[CH3:31])=[O:34])[CH2:36]4)[N:14]3[CH3:17])=[C:10]([N:20]3[CH2:21][CH2:22][O:23][CH2:24][CH2:25]3)[N:9]=2)[C:6]2[CH:26]=[CH:27][CH:28]=[CH:29][C:5]=2[N:4]=1)[CH3:2].